Dataset: Tyrosyl-DNA phosphodiesterase HTS with 341,365 compounds. Task: Binary Classification. Given a drug SMILES string, predict its activity (active/inactive) in a high-throughput screening assay against a specified biological target. (1) The drug is S(=O)(=O)(Nc1c(c(ccc1)C)C)c1c(ccc(c1)C(=O)NCc1ccncc1)C. The result is 0 (inactive). (2) The drug is O(c1c(n2nc3c(n2)cccc3)cc(cc1)C)C. The result is 0 (inactive). (3) The compound is S1C2(N(C(C1)C(OCC(=O)N(c1ccccc1)C)=O)C(=O)CC2)C. The result is 0 (inactive).